From a dataset of Catalyst prediction with 721,799 reactions and 888 catalyst types from USPTO. Predict which catalyst facilitates the given reaction. (1) Reactant: [CH3:1][C:2]1[N:10]([CH:11]([C:13]2[CH:18]=[CH:17][CH:16]=[CH:15][CH:14]=2)[CH3:12])[C:5]2=[N:6][CH:7]=[CH:8][CH:9]=[C:4]2[C:3]=1[C:19]([O:21]C)=[O:20].[OH-].[Li+]. Product: [CH3:1][C:2]1[N:10]([CH:11]([C:13]2[CH:18]=[CH:17][CH:16]=[CH:15][CH:14]=2)[CH3:12])[C:5]2=[N:6][CH:7]=[CH:8][CH:9]=[C:4]2[C:3]=1[C:19]([OH:21])=[O:20]. The catalyst class is: 193. (2) Reactant: [O:1]([C:3]1[CH:8]=[CH:7][N:6]=[CH:5][CH:4]=1)C.[C:9](Cl)([O:11][CH2:12][C:13]1[CH:18]=[CH:17][CH:16]=[CH:15][CH:14]=1)=[O:10].[CH2:20]([Mg]Br)[CH3:21].Cl. Product: [CH2:20]([CH:7]1[CH2:8][C:3](=[O:1])[CH:4]=[CH:5][N:6]1[C:9]([O:11][CH2:12][C:13]1[CH:18]=[CH:17][CH:16]=[CH:15][CH:14]=1)=[O:10])[CH3:21]. The catalyst class is: 11. (3) Reactant: C1(P(C2C=CC=CC=2)C2C=CC=CC=2)C=CC=CC=1.[C:20]([O:24][C:25](=[O:42])[C@@H:26]([N:28]([C:31](=[O:41])[C:32]1[CH:37]=[CH:36][CH:35]=[CH:34][C:33]=1[N:38]=[N+]=[N-])[CH:29]=O)[CH3:27])([CH3:23])([CH3:22])[CH3:21]. Product: [C:20]([O:24][C:25](=[O:42])[C@@H:26]([N:28]1[C:31](=[O:41])[C:32]2[C:33](=[CH:34][CH:35]=[CH:36][CH:37]=2)[N:38]=[CH:29]1)[CH3:27])([CH3:23])([CH3:22])[CH3:21]. The catalyst class is: 113. (4) Reactant: FC(F)(F)S(O[C:7]1[CH:12]=[CH:11][C:10]([S:13]([C:16]2[CH:21]=[CH:20][C:19]([CH2:22][CH2:23][NH:24][C:25](=[O:30])[C:26]([F:29])([F:28])[F:27])=[CH:18][CH:17]=2)(=[O:15])=[O:14])=[CH:9][C:8]=1[Cl:31])(=O)=O.[CH3:34][O:35][C:36]([C:38]1[CH:43]=[CH:42][C:41](B(O)O)=[CH:40][CH:39]=1)=[O:37].C(=O)([O-])[O-].[Na+].[Na+]. Product: [Cl:31][C:8]1[CH:9]=[C:10]([S:13]([C:16]2[CH:21]=[CH:20][C:19]([CH2:22][CH2:23][NH:24][C:25](=[O:30])[C:26]([F:28])([F:27])[F:29])=[CH:18][CH:17]=2)(=[O:15])=[O:14])[CH:11]=[CH:12][C:7]=1[C:41]1[CH:42]=[CH:43][C:38]([C:36]([O:35][CH3:34])=[O:37])=[CH:39][CH:40]=1. The catalyst class is: 853. (5) Reactant: [C:1]([C:3]1[CH:8]=[CH:7][C:6]([C:9]2[CH:10]=[N:11][N:12]([C:15]3[CH:23]=[CH:22][C:18]([C:19]([OH:21])=O)=[CH:17][N:16]=3)[C:13]=2[OH:14])=[CH:5][CH:4]=1)#[N:2].CCN(CC)CC.[NH2:31][CH2:32][CH2:33][CH2:34][N:35]([CH3:43])[C:36](=[O:42])[O:37][C:38]([CH3:41])([CH3:40])[CH3:39]. Product: [C:1]([C:3]1[CH:4]=[CH:5][C:6]([C:9]2[CH:10]=[N:11][N:12]([C:15]3[CH:23]=[CH:22][C:18]([C:19]([NH:31][CH2:32][CH2:33][CH2:34][N:35]([CH3:43])[C:36](=[O:42])[O:37][C:38]([CH3:39])([CH3:41])[CH3:40])=[O:21])=[CH:17][N:16]=3)[C:13]=2[OH:14])=[CH:7][CH:8]=1)#[N:2]. The catalyst class is: 3. (6) Reactant: [CH2:1]([CH:4]1[C:8](=O)[CH2:7][CH2:6][O:5]1)[CH:2]=[CH2:3].[C:10]([O-:13])(=O)[CH3:11].[NH4+:14].[C:15]([N+:19]#[C-])([CH3:18])([CH3:17])[CH3:16].FC(F)(F)[CH2:23][OH:24]. Product: [C:10]([NH:14][C@@:8]1([C:23]([NH:19][C:15]([CH3:18])([CH3:17])[CH3:16])=[O:24])[CH2:7][CH2:6][O:5][C@@H:4]1[CH2:1][CH:2]=[CH2:3])(=[O:13])[CH3:11]. The catalyst class is: 6. (7) Reactant: [CH2:1]([C:3]1([OH:28])[C:25]2[CH:24]=[C:23]3[N:10]([CH2:11][C:12]4[C:13]3=[N:14][C:15]3[CH:16]=[CH:17][C:18]([OH:22])=[CH:19][C:20]=3[CH:21]=4)[C:9](=[O:26])[C:8]=2[CH2:7][O:6][C:5](=[O:27])[CH2:4]1)[CH3:2].[CH2:29]=O.[CH3:31][NH:32][CH3:33]. Product: [CH3:31][N:32]([CH2:29][C:19]1[C:20]2[CH:21]=[C:12]3[CH2:11][N:10]4[C:23](=[CH:24][C:25]5[C:3]([CH2:1][CH3:2])([OH:28])[CH2:4][C:5](=[O:27])[O:6][CH2:7][C:8]=5[C:9]4=[O:26])[C:13]3=[N:14][C:15]=2[CH:16]=[CH:17][C:18]=1[OH:22])[CH3:33]. The catalyst class is: 15.